Predict the reaction yield, written as a fraction of the theoretical maximum amount of product (1.0 means a 100% yield; for example, 0.34 means a 34% yield). From a dataset of Reaction yield outcomes from USPTO patents with 853,638 reactions. (1) The reactants are [CH3:1][O:2][C:3]1[CH:4]=[C:5]2[C:10](=[CH:11][C:12]=1[O:13][CH3:14])[N:9]=[CH:8][CH:7]=[C:6]2[O:15][C:16]1[CH:22]=[CH:21][C:19]([NH2:20])=[C:18]([CH3:23])[C:17]=1[CH3:24].ClC(Cl)(O[C:29](=[O:35])[O:30][C:31](Cl)(Cl)Cl)Cl.[CH3:37][O:38][C:39]1[CH:40]=C(O)[CH:42]=[CH:43][CH:44]=1.C(=O)(O)[O-].[Na+]. The catalyst is C(Cl)Cl.C(N(CC)CC)C.C1(C)C=CC=CC=1. The product is [CH3:1][O:2][C:3]1[CH:4]=[C:5]2[C:10](=[CH:11][C:12]=1[O:13][CH3:14])[N:9]=[CH:8][CH:7]=[C:6]2[O:15][C:16]1[CH:22]=[CH:21][C:19]([NH:20][C:29](=[O:35])[O:30][C:31]2[CH:42]=[CH:43][CH:44]=[C:39]([O:38][CH3:37])[CH:40]=2)=[C:18]([CH3:23])[C:17]=1[CH3:24]. The yield is 0.300. (2) The reactants are [NH2:1][C@@H:2]([C:6]1[CH:11]=[CH:10][CH:9]=[CH:8][CH:7]=1)[C:3]([OH:5])=[O:4].[OH-].[Na+].Cl[C:15]([O:17][CH3:18])=[O:16]. The catalyst is O1CCOCC1.CCOC(C)=O. The product is [CH3:18][O:17][C:15]([NH:1][C@@H:2]([C:6]1[CH:11]=[CH:10][CH:9]=[CH:8][CH:7]=1)[C:3]([OH:5])=[O:4])=[O:16]. The yield is 0.510. (3) The reactants are C(OC([N:8]1[CH2:11][CH:10]([C:12](=[O:20])[NH:13][CH2:14][CH2:15][C:16]([O:18][CH3:19])=[O:17])[CH2:9]1)=O)(C)(C)C.[ClH:21]. The catalyst is CO.C1COCC1.O1CCOCC1. The product is [ClH:21].[CH3:19][O:18][C:16](=[O:17])[CH2:15][CH2:14][NH:13][C:12]([CH:10]1[CH2:9][NH:8][CH2:11]1)=[O:20]. The yield is 1.00. (4) The yield is 0.410. The reactants are [Br:1][C:2]1[CH:7]=[CH:6][C:5]([C:8]2[C:20](=[O:21])[N:19]([CH2:22][CH3:23])[C:11]3[N:12]=[C:13](S(C)=O)[N:14]=[CH:15][C:10]=3[CH:9]=2)=[C:4]([Cl:24])[CH:3]=1.[CH3:25][N:26]1[CH2:31][CH2:30][N:29]([C:32]2[CH:38]=[CH:37][C:35]([NH2:36])=[CH:34][CH:33]=2)[CH2:28][CH2:27]1. The product is [Br:1][C:2]1[CH:7]=[CH:6][C:5]([C:8]2[C:20](=[O:21])[N:19]([CH2:22][CH3:23])[C:11]3[N:12]=[C:13]([NH:36][C:35]4[CH:34]=[CH:33][C:32]([N:29]5[CH2:28][CH2:27][N:26]([CH3:25])[CH2:31][CH2:30]5)=[CH:38][CH:37]=4)[N:14]=[CH:15][C:10]=3[CH:9]=2)=[C:4]([Cl:24])[CH:3]=1. The catalyst is ClCCl. (5) The product is [CH2:18]([NH:25][S:7]([C:4]1[CH:5]=[CH:6][C:1]([CH3:11])=[CH:2][CH:3]=1)(=[O:9])=[O:8])[C:19]1[CH:24]=[CH:23][CH:22]=[CH:21][CH:20]=1. The catalyst is C(Cl)Cl. The yield is 0.770. The reactants are [C:1]1([CH3:11])[CH:6]=[CH:5][C:4]([S:7](Cl)(=[O:9])=[O:8])=[CH:3][CH:2]=1.N1C=CC=CC=1.[CH2:18]([NH2:25])[C:19]1[CH:24]=[CH:23][CH:22]=[CH:21][CH:20]=1.